Dataset: Full USPTO retrosynthesis dataset with 1.9M reactions from patents (1976-2016). Task: Predict the reactants needed to synthesize the given product. (1) The reactants are: [CH3:1][O:2][C:3]1[CH:18]=[CH:17][C:6]([C:7]([NH:9][C:10]2[C:11]([NH2:16])=[CH:12][CH:13]=[CH:14][CH:15]=2)=[O:8])=[CH:5][CH:4]=1.[CH3:19][N:20]([CH3:33])[S:21]([C:24]1[CH:32]=[CH:31][C:27]([C:28](O)=[O:29])=[CH:26][CH:25]=1)(=[O:23])=[O:22]. Given the product [CH3:1][O:2][C:3]1[CH:4]=[CH:5][C:6]([C:7]([NH:9][C:10]2[C:11]([NH:16][C:28](=[O:29])[C:27]3[CH:31]=[CH:32][C:24]([S:21]([N:20]([CH3:19])[CH3:33])(=[O:23])=[O:22])=[CH:25][CH:26]=3)=[CH:12][CH:13]=[CH:14][CH:15]=2)=[O:8])=[CH:17][CH:18]=1, predict the reactants needed to synthesize it. (2) Given the product [CH3:1][O:2][C:3]1[CH:4]=[C:5]2[C:10](=[CH:11][CH:12]=1)[C:9]([O:13][C@H:14]1[CH2:18][NH:17][C@H:16]([C:26]([NH:27][C@:28]3([C:33](=[O:42])[NH:34][S:35]([C:38]4([CH3:41])[CH2:39][CH2:40]4)(=[O:37])=[O:36])[CH2:30][C@H:29]3[CH:31]=[CH2:32])=[O:43])[CH2:15]1)=[N:8][CH:7]=[CH:6]2, predict the reactants needed to synthesize it. The reactants are: [CH3:1][O:2][C:3]1[CH:4]=[C:5]2[C:10](=[CH:11][CH:12]=1)[C:9]([O:13][C@H:14]1[CH2:18][N:17](C(OC(C)(C)C)=O)[C@H:16]([C:26](=[O:43])[NH:27][C@:28]3([C:33](=[O:42])[NH:34][S:35]([C:38]4([CH3:41])[CH2:40][CH2:39]4)(=[O:37])=[O:36])[CH2:30][C@H:29]3[CH:31]=[CH2:32])[CH2:15]1)=[N:8][CH:7]=[CH:6]2.Cl. (3) Given the product [Br:1][C:2]1[C:3]([C:14]2[S:15][CH:16]=[C:17]([C:19]([F:21])([F:20])[F:22])[N:18]=2)=[CH:4][C:5]([NH:8][C:9]([NH:11][CH2:12][CH3:13])=[O:10])=[N:6][CH:7]=1, predict the reactants needed to synthesize it. The reactants are: [Br:1][C:2]1[C:3]([C:14]2[S:15][CH2:16][C:17](O)([C:19]([F:22])([F:21])[F:20])[N:18]=2)=[CH:4][C:5]([NH:8][C:9]([NH:11][CH2:12][CH3:13])=[O:10])=[N:6][CH:7]=1.C(OC(C(F)(F)F)=O)(C(F)(F)F)=O. (4) Given the product [CH3:1][N:2]1[CH:6]=[C:5]([C:7]([OH:9])=[O:8])[N:4]=[N:3]1, predict the reactants needed to synthesize it. The reactants are: [CH3:1][N:2]1[CH:6]=[C:5]([C:7]([O:9]CC)=[O:8])[N:4]=[N:3]1.[OH-].[Na+].Cl. (5) Given the product [F:18][C:15]([F:16])([F:17])[C:14]([N:10]1[CH2:9][C:8]2[CH:20]=[C:4]([NH2:1])[CH:5]=[CH:6][C:7]=2[O:13][CH2:12][CH2:11]1)=[O:19], predict the reactants needed to synthesize it. The reactants are: [N+:1]([C:4]1[CH:5]=[CH:6][C:7]2[O:13][CH2:12][CH2:11][N:10]([C:14](=[O:19])[C:15]([F:18])([F:17])[F:16])[CH2:9][C:8]=2[CH:20]=1)([O-])=O.[H][H]. (6) Given the product [CH3:14][C:5]1[CH:6]=[CH:7][C:8]2[CH2:9][O:10][CH2:11][CH2:12][NH:13][C:3]=2[N+:4]=1[O-:15], predict the reactants needed to synthesize it. The reactants are: Cl.Cl[C:3]1[C:8]([CH2:9][O:10][CH2:11][CH2:12][NH2:13])=[CH:7][CH:6]=[C:5]([CH3:14])[N+:4]=1[O-:15].C([O-])(O)=O.[Na+].